Dataset: Reaction yield outcomes from USPTO patents with 853,638 reactions. Task: Predict the reaction yield, written as a fraction of the theoretical maximum amount of product (1.0 means a 100% yield; for example, 0.34 means a 34% yield). The reactants are [CH3:1][O:2][C:3]1[CH:12]=[CH:11][C:10]2[C:5](=[CH:6][CH:7]=[CH:8][CH:9]=2)[CH:4]=1.CC([O-])(C)C.[K+].[SiH:19]([CH2:24][CH3:25])([CH2:22][CH3:23])[CH2:20][CH3:21]. The catalyst is O1CCCC1. The product is [CH2:20]([Si:19]([CH2:24][CH3:25])([CH2:22][CH3:23])[C:12]1[C:3]([O:2][CH3:1])=[CH:4][C:5]2[C:10](=[CH:9][CH:8]=[CH:7][CH:6]=2)[CH:11]=1)[CH3:21]. The yield is 0.580.